From a dataset of Full USPTO retrosynthesis dataset with 1.9M reactions from patents (1976-2016). Predict the reactants needed to synthesize the given product. (1) The reactants are: [CH2:1]([C:5]1[CH:13]=[CH:12][C:8]([C:9]([OH:11])=O)=[CH:7][C:6]=1[CH3:14])[CH:2]([CH3:4])[CH3:3].ON1C2C=CC=CC=2N=N1.Cl.C(N=C=NCCCN(C)C)C.O[N:38]=[C:39]([C:41]1[C:42]([CH3:59])=[N:43][C:44]([CH2:47][O:48][Si](C(C)C)(C(C)C)C(C)C)=[CH:45][CH:46]=1)[NH2:40].[F-].C([N+](CCCC)(CCCC)CCCC)CCC.O1CCCC1. Given the product [CH2:1]([C:5]1[CH:13]=[CH:12][C:8]([C:9]2[O:11][N:40]=[C:39]([C:41]3[CH:46]=[CH:45][C:44]([CH2:47][OH:48])=[N:43][C:42]=3[CH3:59])[N:38]=2)=[CH:7][C:6]=1[CH3:14])[CH:2]([CH3:3])[CH3:4], predict the reactants needed to synthesize it. (2) Given the product [Cl:19][C:17]1[CH:18]=[C:13]([NH2:12])[CH:14]=[C:15]([Cl:21])[C:16]=1[O:20][C:2]1[S:3][C:4]2[CH:10]=[CH:9][CH:8]=[C:7]([Cl:11])[C:5]=2[N:6]=1, predict the reactants needed to synthesize it. The reactants are: Cl[C:2]1[S:3][C:4]2[CH:10]=[CH:9][CH:8]=[C:7]([Cl:11])[C:5]=2[N:6]=1.[NH2:12][C:13]1[CH:18]=[C:17]([Cl:19])[C:16]([OH:20])=[C:15]([Cl:21])[CH:14]=1.C([O-])([O-])=O.[K+].[K+]. (3) Given the product [CH2:17]([O:16][CH:4]([O:3][CH2:1][CH3:2])[C:5]1[CH:6]=[CH:7][C:8]([C:11]2[CH:15]=[N:14][N:13]([CH3:19])[N:12]=2)=[N:9][CH:10]=1)[CH3:18], predict the reactants needed to synthesize it. The reactants are: [CH2:1]([O:3][CH:4]([O:16][CH2:17][CH3:18])[C:5]1[CH:6]=[CH:7][C:8]([C:11]2[N:12]=[N:13][NH:14][CH:15]=2)=[N:9][CH:10]=1)[CH3:2].[C:19](=O)([O-])[O-].[K+].[K+].IC. (4) Given the product [CH3:19][O:20][C:21](=[O:33])[CH2:22][C:23]1[C:31]2[C:26](=[N:27][CH:28]=[CH:29][CH:30]=2)[N:25]([CH2:39][C:36]2[CH:37]=[CH:38][O:34][CH:35]=2)[C:24]=1[CH3:32], predict the reactants needed to synthesize it. The reactants are: CCN(P1(N(C)CCCN1C)=NC(C)(C)C)CC.[CH3:19][O:20][C:21](=[O:33])[CH2:22][C:23]1[C:31]2[C:26](=[N:27][CH:28]=[CH:29][CH:30]=2)[NH:25][C:24]=1[CH3:32].[O:34]1[CH:38]=[CH:37][C:36]([CH2:39]OS(C2C=CC(C)=CC=2)(=O)=O)=[CH:35]1.C1COCC1.